Dataset: Reaction yield outcomes from USPTO patents with 853,638 reactions. Task: Predict the reaction yield, written as a fraction of the theoretical maximum amount of product (1.0 means a 100% yield; for example, 0.34 means a 34% yield). (1) The reactants are [CH3:1][C:2]1([CH3:21])[CH2:7][C:6](=[N:8][NH:9]S(C2C=CC(C)=CC=2)(=O)=O)[CH2:5][C:4](=[O:20])[CH2:3]1.[F:22][C:23]([F:34])([F:33])[C:24](O[C:24](=O)[C:23]([F:34])([F:33])[F:22])=O.CO.O. The catalyst is O1CCCC1.C(N(CC)CC)C.[Cl-].[NH4+]. The product is [CH3:21][C:2]1([CH3:1])[CH2:7][C:6]2[NH:8][N:9]=[C:24]([C:23]([F:34])([F:33])[F:22])[C:5]=2[C:4](=[O:20])[CH2:3]1. The yield is 0.410. (2) The reactants are [F:1][C:2]1[CH:7]=[CH:6][C:5]([NH:8][C:9]([C:11]2([C:14]([NH:16][C:17]3[CH:22]=[CH:21][C:20]([O:23][C:24]4[C:33]5[C:28](=[CH:29][C:30]([OH:36])=[C:31]([O:34][CH3:35])[CH:32]=5)[N:27]=[CH:26][N:25]=4)=[C:19]([F:37])[CH:18]=3)=[O:15])[CH2:13][CH2:12]2)=[O:10])=[CH:4][CH:3]=1.[C:38]([O:42][C:43]([N:45]1[CH2:50][CH2:49][CH:48]([CH2:51]OS(C)(=O)=O)[CH2:47][CH2:46]1)=[O:44])([CH3:41])([CH3:40])[CH3:39].C([O-])([O-])=O.[K+].[K+]. The catalyst is CN(C=O)C.CCOC(C)=O. The product is [C:38]([O:42][C:43]([N:45]1[CH2:50][CH2:49][CH:48]([CH2:51][O:36][C:30]2[CH:29]=[C:28]3[C:33]([C:24]([O:23][C:20]4[CH:21]=[CH:22][C:17]([NH:16][C:14]([C:11]5([C:9](=[O:10])[NH:8][C:5]6[CH:4]=[CH:3][C:2]([F:1])=[CH:7][CH:6]=6)[CH2:13][CH2:12]5)=[O:15])=[CH:18][C:19]=4[F:37])=[N:25][CH:26]=[N:27]3)=[CH:32][C:31]=2[O:34][CH3:35])[CH2:47][CH2:46]1)=[O:44])([CH3:41])([CH3:39])[CH3:40]. The yield is 0.600. (3) The reactants are [S:1]1[CH:5]=[CH:4][CH:3]=[C:2]1[C:6](=[NH:31])[NH:7][C:8]1[CH:30]=[CH:29][C:11]2[S:12][CH2:13][CH2:14][N:15]([CH:16]3[CH2:21][CH2:20][N:19](C(OC(C)(C)C)=O)[CH2:18][CH2:17]3)[C:10]=2[CH:9]=1.Cl.C(=O)([O-])[O-].[Na+].[Na+]. The catalyst is CO. The product is [NH:19]1[CH2:18][CH2:17][CH:16]([N:15]2[CH2:14][CH2:13][S:12][C:11]3[CH:29]=[CH:30][C:8]([NH:7][C:6]([C:2]4[S:1][CH:5]=[CH:4][CH:3]=4)=[NH:31])=[CH:9][C:10]2=3)[CH2:21][CH2:20]1. The yield is 0.694. (4) The reactants are C([N:4]1[C:8]2[CH:9]([C:24]3[CH:29]=[CH:28][C:27]([Cl:30])=[CH:26][CH:25]=3)[N:10]([C:13]3[CH:22]=[C:21]([CH3:23])[C:16]4[N:17]=[N:18][N:19]([CH3:20])[C:15]=4[CH:14]=3)[C:11](=[O:12])[C:7]=2[N:6]=[C:5]1Br)C=C.[O-]P([O-])([O-])=O.[K+].[K+].[K+].[CH3:40]B1OB(C)OB(C)O1.CB1OB(C)OB(C)O1.CB1OB(C)OB(C)O1. The catalyst is O1CCOCC1.O.C1C=CC(P(C2C=CC=CC=2)[C-]2C=CC=C2)=CC=1.C1C=CC(P(C2C=CC=CC=2)[C-]2C=CC=C2)=CC=1.Cl[Pd]Cl.[Fe+2].C(Cl)Cl. The product is [Cl:30][C:27]1[CH:26]=[CH:25][C:24]([CH:9]2[C:8]3[NH:4][C:5]([CH3:40])=[N:6][C:7]=3[C:11](=[O:12])[N:10]2[C:13]2[CH:22]=[C:21]([CH3:23])[C:16]3[N:17]=[N:18][N:19]([CH3:20])[C:15]=3[CH:14]=2)=[CH:29][CH:28]=1. The yield is 0.0752. (5) The reactants are Cl.[CH3:2][O:3][CH2:4][CH2:5][O:6][CH2:7][CH2:8][O:9][CH2:10][CH2:11][O:12][C@H:13]1[CH2:17][CH2:16][NH:15][CH2:14]1.C(N(CC)C(C)C)(C)C.[C:27]([O:31][C:32]([NH:34][C@@H:35]([C:39]1[CH:44]=[CH:43][C:42]([OH:45])=[CH:41][CH:40]=1)[C:36](O)=[O:37])=[O:33])([CH3:30])([CH3:29])[CH3:28].F[B-](F)(F)F.N1(OC(N(C)C)=[N+](C)C)C2C=CC=CC=2N=N1. The catalyst is ClCCl. The product is [C:27]([O:31][C:32](=[O:33])[NH:34][C@@H:35]([C:39]1[CH:44]=[CH:43][C:42]([OH:45])=[CH:41][CH:40]=1)[C:36]([N:15]1[CH2:16][CH2:17][C@H:13]([O:12][CH2:11][CH2:10][O:9][CH2:8][CH2:7][O:6][CH2:5][CH2:4][O:3][CH3:2])[CH2:14]1)=[O:37])([CH3:30])([CH3:28])[CH3:29]. The yield is 0.800. (6) The product is [CH3:1][O:2][C:3]1[CH:8]=[C:7]([CH3:9])[C:6]([N:10]2[C:41](=[O:42])[CH2:40][S:12]/[C:11]/2=[N:13]/[N:14]=[CH:15]\[C:16]2[CH:17]=[CH:18][C:19]([C:22]3[N:26]=[CH:25][N:24]([C:27]4[CH:32]=[CH:31][C:30]([O:33][C:34]([F:36])([F:37])[F:35])=[CH:29][CH:28]=4)[N:23]=3)=[CH:20][CH:21]=2)=[C:5]([CH3:38])[CH:4]=1. The catalyst is CCO.O. The reactants are [CH3:1][O:2][C:3]1[CH:8]=[C:7]([CH3:9])[C:6]([NH:10][C:11]([NH:13]/[N:14]=[CH:15]/[C:16]2[CH:21]=[CH:20][C:19]([C:22]3[N:26]=[CH:25][N:24]([C:27]4[CH:32]=[CH:31][C:30]([O:33][C:34]([F:37])([F:36])[F:35])=[CH:29][CH:28]=4)[N:23]=3)=[CH:18][CH:17]=2)=[S:12])=[C:5]([CH3:38])[CH:4]=1.Br[CH2:40][C:41](OC)=[O:42]. The yield is 0.760.